From a dataset of Peptide-MHC class I binding affinity with 185,985 pairs from IEDB/IMGT. Regression. Given a peptide amino acid sequence and an MHC pseudo amino acid sequence, predict their binding affinity value. This is MHC class I binding data. (1) The peptide sequence is STQWSLFFFV. The MHC is HLA-A02:02 with pseudo-sequence HLA-A02:02. The binding affinity (normalized) is 0.827. (2) The MHC is HLA-A02:06 with pseudo-sequence HLA-A02:06. The peptide sequence is ALRTDYNASV. The binding affinity (normalized) is 0.459.